From a dataset of Forward reaction prediction with 1.9M reactions from USPTO patents (1976-2016). Predict the product of the given reaction. (1) Given the reactants [C:1]1([C:7]2(O)[CH2:12][CH2:11][CH2:10][CH2:9][CH2:8]2)[CH:6]=[CH:5][CH:4]=[CH:3][CH:2]=1.[C:14]1([OH:20])[CH:19]=[CH:18][CH:17]=[CH:16][CH:15]=1, predict the reaction product. The product is: [C:1]1([C:7]2([C:17]3[CH:18]=[CH:19][C:14]([OH:20])=[CH:15][CH:16]=3)[CH2:12][CH2:11][CH2:10][CH2:9][CH2:8]2)[CH:6]=[CH:5][CH:4]=[CH:3][CH:2]=1. (2) Given the reactants C[O:2][C:3](=[O:25])[CH:4]([N:11]1[CH2:15][C:14]([O:16][C:17]2[CH:22]=[CH:21][CH:20]=[CH:19][C:18]=2[Cl:23])=[CH:13][C:12]1=[O:24])[CH2:5][C@H:6]1[CH2:9][C@H:8]([CH3:10])[CH2:7]1.O.O.[OH-].[Li+], predict the reaction product. The product is: [Cl:23][C:18]1[CH:19]=[CH:20][CH:21]=[CH:22][C:17]=1[O:16][C:14]1[CH2:15][N:11]([CH:4]([CH2:5][C@H:6]2[CH2:7][C@H:8]([CH3:10])[CH2:9]2)[C:3]([OH:25])=[O:2])[C:12](=[O:24])[CH:13]=1. (3) Given the reactants [CH:1]1[C:6]2[CH2:7][C@H:8]3[N:13]([CH2:14][CH:15]4[CH2:17][CH2:16]4)[CH2:12][CH2:11][C@:10]45[C@H:18]([C:20]([CH2:22][CH2:23][C@@:9]34[OH:24])=[O:21])[O:19][C:4]([C:5]=25)=[C:3]([OH:25])[CH:2]=1.Cl.C(S(O)=O)(N)=N.[NH4+].[Cl-], predict the reaction product. The product is: [CH:15]1([CH2:14][N:13]2[CH2:12][CH2:11][C@:10]34[C:5]5[C:4]6[O:19][C@H:18]3[C@H:20]([OH:21])[CH2:22][CH2:23][C@@:9]4([OH:24])[C@H:8]2[CH2:7][C:6]=5[CH:1]=[CH:2][C:3]=6[OH:25])[CH2:16][CH2:17]1. (4) Given the reactants [C:1]([C:3]1[CH:4]=[CH:4][C:3]([CH3:1])=[C:11]([CH:11]=1)C(N)=O)#C.[C:13]([N:16]1[CH2:21][CH2:20][N:19]([C:22]2[CH:27]=[CH:26][C:25]([NH:28][C:29]3[N:34]=[C:33]([CH2:35][CH2:36][C:37]4[CH:42]=[CH:41][CH:40]=[CH:39][C:38]=4[CH2:43][C:44]([NH2:46])=[O:45])[C:32]([C:47]([F:50])([F:49])[F:48])=[CH:31][N:30]=3)=[CH:24][CH:23]=2)[CH2:18][CH2:17]1)(=[O:15])C.C1(P(C2C=CC=CC=2)C2C=CC=CC=2)C=CC=CC=1.C(N(CC)CC)C.CN(C=[O:81])C, predict the reaction product. The product is: [C:44]([C:43]1[CH:38]=[C:37]([C:36]#[C:35][C:33]2[C:32]([C:47]([F:48])([F:50])[F:49])=[CH:31][N:30]=[C:29]([NH:28][C:25]3[CH:26]=[CH:27][C:22]([N:19]4[CH2:20][CH2:21][N:16]([C:13]([O:15][C:3]([CH3:4])([CH3:11])[CH3:1])=[O:81])[CH2:17][CH2:18]4)=[CH:23][CH:24]=3)[N:34]=2)[CH:42]=[CH:41][C:40]=1[CH3:39])(=[O:45])[NH2:46]. (5) The product is: [CH3:18][O:17][C:11]1[CH:10]=[C:9]([CH:14]=[CH:13][C:12]=1[O:15][CH3:16])[O:6][C:7]1[S:4][C:3]([NH2:5])=[N:2][N:1]=1. Given the reactants [NH2:1][NH:2][C:3]([NH2:5])=[S:4].[O:6]([C:9]1[CH:14]=[CH:13][C:12]([O:15][CH3:16])=[C:11]([O:17][CH3:18])[CH:10]=1)[C:7]#N.N, predict the reaction product.